From a dataset of CYP1A2 inhibition data for predicting drug metabolism from PubChem BioAssay. Regression/Classification. Given a drug SMILES string, predict its absorption, distribution, metabolism, or excretion properties. Task type varies by dataset: regression for continuous measurements (e.g., permeability, clearance, half-life) or binary classification for categorical outcomes (e.g., BBB penetration, CYP inhibition). Dataset: cyp1a2_veith. (1) The compound is COc1cnc(-c2ccccc2)nc1Oc1cccc(C)c1. The result is 1 (inhibitor). (2) The compound is CCC(=O)Nc1ccc(N2CCN(CC)CC2)c(Cl)c1. The result is 0 (non-inhibitor). (3) The molecule is COc1ccccc1CN1CC2(CCN(C(=O)c3cccc(F)c3)CC2)C1. The result is 0 (non-inhibitor).